Dataset: Drug-target binding data from BindingDB using IC50 measurements. Task: Regression. Given a target protein amino acid sequence and a drug SMILES string, predict the binding affinity score between them. We predict pIC50 (pIC50 = -log10(IC50 in M); higher means more potent). Dataset: bindingdb_ic50. (1) The small molecule is O=C(O)c1ccccc1-c1ccccc1C(=O)Nc1cccc2c1-c1ccccc1C2. The target protein sequence is MRVLVCGGAGYIGSHFVRALLRDTNHSVVIVDSLVGTHGKSDHVETRENVARKLQQSDGPKPPWADRYAALEVGDVRNEDFLNGVFTRHGPIDAVVHMCAFLAVGESVRDPLKYYDNNVVGILRLLQAMLLHKCDKIIFSSSAAIFGNPTMGSVSTNAEPIDINAKKSPESPYGESKLIAERMIRDCAEAYGIKGICLRYFNACGAHEDGDIGEHYQGSTHLIPIILGRVMSDIAPDQRLTIHEDASTDKRMPIFGTDYPTPDGTCVRDYVHVCDLASAHILALDYVEKLGPNDKSKYFSVFNLGTSRGYSVREVIEVARKTTGHPIPVRECGRREGDPAYLVAASDKAREVLGWKPKYDTLEAIMETSWKFQRTHPNGYASQENGTPGGRTTKL. The pIC50 is 5.1. (2) The small molecule is N=C(NCCCCCCCN)c1ccc(OCCCCCCCOc2ccc(C(=N)NCCCCCCCN)cc2)cc1. The target protein (P04631) has sequence MSELEKAMVALIDVFHQYSGREGDKHKLKKSELKELINNELSHFLEEIKEQEVVDKVMETLDEDGDGECDFQEFMAFVSMVTTACHEFFEHE. The pIC50 is 5.2. (3) The compound is O=C(O)c1cc(O)c2c(c1)[C@H]([C@H]1c3cc(C(=O)O)cc(O)c3C(=O)c3c(O[C@@H]4O[C@H](CO)[C@@H](O)[C@H](O)[C@H]4O)cccc31)c1cccc(OC3O[C@H](CO)[C@@H](O)[C@H](O)[C@H]3O)c1C2=O. The target protein (P42639) has sequence MDAIKKKMQMLKLDKENALDRAEQAEADKKAAEDRSKRLEDELVSLQKKLKATEDELDKYSEAPKDAQEKLELAEKKATDAEADVASLNRRIQLVEEELDRAQERLATALQKLEEAEKAADESERGMKVIESRAQKDEEKMEIQEIQLKEAKHIAEDADRKYEEVARKLVIIESDLERAEERAELSEGKCAELEEELKTVTNNLKSLEAQAEKYSQKEDKYEEEIKVLSDKLKEAETRAEFAERSVTKLEKSIDDLEDELYAQKLKYKAISEELDHALNDMTSI. The pIC50 is 5.6. (4) The small molecule is Cc1ccc(OC(=O)c2cccc(Cl)c2)c(C(=O)c2cccc(Cl)c2)c1. The target protein (P00599) has sequence NLYQFKNMIHCTVPNRPWWHFANYGCYCGRGGKGTPVDDLDRCCQIHDKCYDEAEKISGCWPYIKTYTYESCQGTLTCKDGGKCAASVCDCDRVAANCFARATYNDKNYNIDFNARCQ. The pIC50 is 5.5.